This data is from Forward reaction prediction with 1.9M reactions from USPTO patents (1976-2016). The task is: Predict the product of the given reaction. (1) Given the reactants [CH2:1]([O:3][C:4](=[O:23])[C:5]1[CH:17]=[C:16]([CH:18]([CH:20]2[CH2:22][CH2:21]2)[OH:19])[CH:15]=[C:7]([C:8]([N:10]([CH3:14])[CH2:11][CH2:12][CH3:13])=[O:9])[CH:6]=1)[CH3:2].CC(OI1(OC(C)=O)(OC(C)=O)OC(=O)C2C=CC=CC1=2)=O, predict the reaction product. The product is: [CH2:1]([O:3][C:4](=[O:23])[C:5]1[CH:17]=[C:16]([C:18]([CH:20]2[CH2:22][CH2:21]2)=[O:19])[CH:15]=[C:7]([C:8]([N:10]([CH3:14])[CH2:11][CH2:12][CH3:13])=[O:9])[CH:6]=1)[CH3:2]. (2) Given the reactants [CH:1]([C:3]1[CH:4]=[CH:5][C:6]2[C:15]3[CH:14]=[C:13]4[CH2:16][CH2:17][CH2:18][C:19](=[O:20])[C:12]4=[CH:11][C:10]=3[O:9][CH2:8][C:7]=2[CH:21]=1)=[CH2:2].C1C(=O)N([Br:29])C(=O)C1.[OH2:30], predict the reaction product. The product is: [Br:29][CH2:2][C:1]([C:3]1[CH:4]=[CH:5][C:6]2[C:15]3[CH:14]=[C:13]4[CH2:16][CH2:17][CH2:18][C:19](=[O:20])[C:12]4=[CH:11][C:10]=3[O:9][CH2:8][C:7]=2[CH:21]=1)=[O:30]. (3) Given the reactants Cl[CH2:2][C:3](=[O:10])[CH2:4][C:5]([O:7][CH2:8][CH3:9])=[O:6].[NH:11]1[CH2:16][CH2:15][CH2:14][CH2:13][CH2:12]1.[H-].[Na+], predict the reaction product. The product is: [CH2:8]([O:7][C:5](=[O:6])[CH2:4][C:3](=[O:10])[CH2:2][N:11]1[CH2:16][CH2:15][CH2:14][CH2:13][CH2:12]1)[CH3:9].